Dataset: Full USPTO retrosynthesis dataset with 1.9M reactions from patents (1976-2016). Task: Predict the reactants needed to synthesize the given product. Given the product [NH2:11][C:12]1[C:13]([C:19]([C:21]2[CH:26]=[CH:25][CH:24]=[CH:23][CH:22]=2)=[O:20])=[N:14][C:15]([Br:27])=[C:16]([CH3:18])[N:17]=1, predict the reactants needed to synthesize it. The reactants are: C(=O)([O-])[O-].[K+].[K+].C(O)(=O)C.[NH2:11][C:12]1[C:13]([C:19]([C:21]2[CH:26]=[CH:25][CH:24]=[CH:23][CH:22]=2)=[O:20])=[N:14][CH:15]=[C:16]([CH3:18])[N:17]=1.[Br:27]Br.